Dataset: NCI-60 drug combinations with 297,098 pairs across 59 cell lines. Task: Regression. Given two drug SMILES strings and cell line genomic features, predict the synergy score measuring deviation from expected non-interaction effect. (1) Drug 1: CC(C1=C(C=CC(=C1Cl)F)Cl)OC2=C(N=CC(=C2)C3=CN(N=C3)C4CCNCC4)N. Drug 2: C1=C(C(=O)NC(=O)N1)N(CCCl)CCCl. Cell line: HCT-15. Synergy scores: CSS=21.6, Synergy_ZIP=-3.75, Synergy_Bliss=-0.862, Synergy_Loewe=-2.18, Synergy_HSA=-1.05. (2) Drug 2: COC1=NC(=NC2=C1N=CN2C3C(C(C(O3)CO)O)O)N. Synergy scores: CSS=-4.84, Synergy_ZIP=0.606, Synergy_Bliss=1.13, Synergy_Loewe=-0.946, Synergy_HSA=-1.72. Cell line: NCI/ADR-RES. Drug 1: CC1=CC=C(C=C1)C2=CC(=NN2C3=CC=C(C=C3)S(=O)(=O)N)C(F)(F)F. (3) Drug 1: CC1CCC2CC(C(=CC=CC=CC(CC(C(=O)C(C(C(=CC(C(=O)CC(OC(=O)C3CCCCN3C(=O)C(=O)C1(O2)O)C(C)CC4CCC(C(C4)OC)O)C)C)O)OC)C)C)C)OC. Drug 2: CCN(CC)CCNC(=O)C1=C(NC(=C1C)C=C2C3=C(C=CC(=C3)F)NC2=O)C. Cell line: CAKI-1. Synergy scores: CSS=17.1, Synergy_ZIP=2.49, Synergy_Bliss=6.57, Synergy_Loewe=3.37, Synergy_HSA=3.63. (4) Drug 1: C1=CC(=C2C(=C1NCCNCCO)C(=O)C3=C(C=CC(=C3C2=O)O)O)NCCNCCO. Drug 2: CCCCCOC(=O)NC1=NC(=O)N(C=C1F)C2C(C(C(O2)C)O)O. Cell line: SR. Synergy scores: CSS=64.4, Synergy_ZIP=1.35, Synergy_Bliss=0.887, Synergy_Loewe=-26.9, Synergy_HSA=1.67. (5) Drug 1: C1CCN(CC1)CCOC2=CC=C(C=C2)C(=O)C3=C(SC4=C3C=CC(=C4)O)C5=CC=C(C=C5)O. Drug 2: C1=C(C(=O)NC(=O)N1)F. Cell line: CAKI-1. Synergy scores: CSS=34.1, Synergy_ZIP=-0.151, Synergy_Bliss=-1.42, Synergy_Loewe=0.0469, Synergy_HSA=0.524. (6) Drug 1: CC1CCC2CC(C(=CC=CC=CC(CC(C(=O)C(C(C(=CC(C(=O)CC(OC(=O)C3CCCCN3C(=O)C(=O)C1(O2)O)C(C)CC4CCC(C(C4)OC)OCCO)C)C)O)OC)C)C)C)OC. Drug 2: COCCOC1=C(C=C2C(=C1)C(=NC=N2)NC3=CC=CC(=C3)C#C)OCCOC.Cl. Cell line: MALME-3M. Synergy scores: CSS=16.1, Synergy_ZIP=-5.97, Synergy_Bliss=0.615, Synergy_Loewe=-21.5, Synergy_HSA=0.721. (7) Drug 2: CCC1(C2=C(COC1=O)C(=O)N3CC4=CC5=C(C=CC(=C5CN(C)C)O)N=C4C3=C2)O.Cl. Cell line: MALME-3M. Synergy scores: CSS=-2.57, Synergy_ZIP=-3.53, Synergy_Bliss=-6.11, Synergy_Loewe=-13.8, Synergy_HSA=-8.32. Drug 1: CC1=CC=C(C=C1)C2=CC(=NN2C3=CC=C(C=C3)S(=O)(=O)N)C(F)(F)F. (8) Drug 1: C1C(C(OC1N2C=NC(=NC2=O)N)CO)O. Drug 2: CC1C(C(CC(O1)OC2CC(CC3=C2C(=C4C(=C3O)C(=O)C5=C(C4=O)C(=CC=C5)OC)O)(C(=O)CO)O)N)O.Cl. Cell line: DU-145. Synergy scores: CSS=36.3, Synergy_ZIP=-1.24, Synergy_Bliss=-0.703, Synergy_Loewe=-16.9, Synergy_HSA=1.93.